This data is from Reaction yield outcomes from USPTO patents with 853,638 reactions. The task is: Predict the reaction yield, written as a fraction of the theoretical maximum amount of product (1.0 means a 100% yield; for example, 0.34 means a 34% yield). (1) The reactants are [CH2:1]([O:5][C:6]1[CH:16]=[CH:15][CH:14]=[CH:13][C:7]=1[O:8][CH2:9][C:10](O)=O)[CH2:2][CH2:3][CH3:4].[C:17]1([NH:23][C:24](=[S:27])[NH:25][NH2:26])[CH:22]=[CH:21][CH:20]=[CH:19][CH:18]=1. No catalyst specified. The product is [CH2:1]([O:5][C:6]1[CH:16]=[CH:15][CH:14]=[CH:13][C:7]=1[O:8][CH2:9][C:10]1[N:23]([C:17]2[CH:18]=[CH:19][CH:20]=[CH:21][CH:22]=2)[C:24](=[S:27])[NH:25][N:26]=1)[CH2:2][CH2:3][CH3:4]. The yield is 0.290. (2) The catalyst is C1COCC1.C(O)(C)C.O. The product is [CH3:34][C@H:28]1[CH2:29][O:30][CH2:31][C@@H:32]([CH3:33])[N:27]1[C:25]([C:22]1[CH:23]=[CH:24][C:19]([NH:18][C:16]2[C:15](=[O:35])[N:14]([CH3:36])[CH:13]=[C:12]([C:11]3[CH:10]=[CH:9][N:8]=[C:7]([N:37]4[CH2:49][CH2:48][N:40]5[C:41]6[CH2:42][CH2:43][CH2:44][CH2:45][C:46]=6[CH:47]=[C:39]5[C:38]4=[O:50])[C:6]=3[CH2:5][OH:4])[CH:17]=2)=[N:20][CH:21]=1)=[O:26]. The reactants are C([O:4][CH2:5][C:6]1[C:7]([N:37]2[CH2:49][CH2:48][N:40]3[C:41]4[CH2:42][CH2:43][CH2:44][CH2:45][C:46]=4[CH:47]=[C:39]3[C:38]2=[O:50])=[N:8][CH:9]=[CH:10][C:11]=1[C:12]1[CH:17]=[C:16]([NH:18][C:19]2[CH:24]=[CH:23][C:22]([C:25]([N:27]3[C@@H:32]([CH3:33])[CH2:31][O:30][CH2:29][C@H:28]3[CH3:34])=[O:26])=[CH:21][N:20]=2)[C:15](=[O:35])[N:14]([CH3:36])[CH:13]=1)(=O)C.[OH-].[Li+].O. The yield is 0.400. (3) The reactants are [NH:1]1[CH:5]=[CH:4][N:3]=[CH:2]1.C(=O)([O-])[O-].[K+].[K+].[F:12][C:13]1[CH:14]=[C:15]([C:20]2[CH:24]=[C:23]([CH2:25][NH:26][C:27](=[O:29])[CH3:28])[O:22][N:21]=2)[CH:16]=[CH:17][C:18]=1F.[Cl-].[Na+]. The catalyst is CS(C)=O. The product is [F:12][C:13]1[CH:14]=[C:15]([C:20]2[CH:24]=[C:23]([CH2:25][NH:26][C:27](=[O:29])[CH3:28])[O:22][N:21]=2)[CH:16]=[CH:17][C:18]=1[N:1]1[CH:5]=[CH:4][N:3]=[CH:2]1. The yield is 0.190. (4) The reactants are [CH3:1][C:2]([N:10]1[CH:14]=[C:13]([C:15]2[C:16]3[CH:23]=[CH:22][N:21]([CH2:24][O:25][CH2:26][CH2:27][Si:28]([CH3:31])([CH3:30])[CH3:29])[C:17]=3[N:18]=[CH:19][N:20]=2)[CH:12]=[N:11]1)([CH3:9])[CH2:3][C:4](OCC)=[O:5].[H-].C([Al+]CC(C)C)C(C)C. The catalyst is C1COCC1.C(Cl)Cl. The product is [CH3:9][C:2]([N:10]1[CH:14]=[C:13]([C:15]2[C:16]3[CH:23]=[CH:22][N:21]([CH2:24][O:25][CH2:26][CH2:27][Si:28]([CH3:31])([CH3:29])[CH3:30])[C:17]=3[N:18]=[CH:19][N:20]=2)[CH:12]=[N:11]1)([CH3:1])[CH2:3][CH2:4][OH:5]. The yield is 0.990.